Dataset: Reaction yield outcomes from USPTO patents with 853,638 reactions. Task: Predict the reaction yield, written as a fraction of the theoretical maximum amount of product (1.0 means a 100% yield; for example, 0.34 means a 34% yield). No catalyst specified. The yield is 0.640. The reactants are [CH3:1][O:2][C:3]([CH:5]1[CH2:9][CH2:8][CH2:7][CH2:6]1)=[O:4].[Cl:10][CH2:11][CH2:12][CH2:13][CH2:14]Br. The product is [CH3:1][O:2][C:3]([C:5]1([CH2:14][CH2:13][CH2:12][CH2:11][Cl:10])[CH2:9][CH2:8][CH2:7][CH2:6]1)=[O:4].